This data is from Experimentally validated miRNA-target interactions with 360,000+ pairs, plus equal number of negative samples. The task is: Binary Classification. Given a miRNA mature sequence and a target amino acid sequence, predict their likelihood of interaction. (1) The miRNA is hsa-miR-7112-3p with sequence UGCAUCACAGCCUUUGGCCCUAG. The protein sequence of the target gene is MTMEGASGSSFGIDTILSSASSGSPGMMNGDFRPLGEARTADFRSQATPSPCSEIDTVGTAPSSPISVTMEPPEPHLVADATQHHHHLHHSQQPPPPAAAPTQSLQPLPQQQQPLPPQQPPPPPPQQLGSAASAPRTSTSSFLIKDILGDSKPLAACAPYSTSVSSPHHTPKQESNAVHESFRPKLEQEDSKTKLDKREDSQSDIKCHGTKEEGDREITSSRESPPVRAKKPRKARTAFSDHQLNQLERSFERQKYLSVQDRMDLAAALNLTDTQVKTWYQNRRTKWKRQTAVGLELLAE.... Result: 0 (no interaction). (2) The miRNA is hsa-miR-4708-5p with sequence AGAGAUGCCGCCUUGCUCCUU. The protein sequence of the target gene is MGCFFSKRRKADKESRPENEEERPKQYSWDQREKVDPKDYMFSGLKDETVGRLPGTVAGQQFLIQDCENCNIYIFDHSATVTIDDCTNCIIFLGPVKGSVFFRNCRDCKCTLACQQFRVRDCRKLEVFLCCATQPIIESSSNIKFGCFQWYYPELAFQFKDAGLSIFNNTWSNIHDFTPVSGELNWSLLPEDAVVQDYVPIPTTEELKAVRVSTEANRSIVPISRGQRQKSSDESCLVVLFAGDYTIANARKLIDEMVGKGFFLVQTKEVSMKAEDAQRVFREKAPDFLPLLNKGPVIAL.... Result: 0 (no interaction).